Dataset: Full USPTO retrosynthesis dataset with 1.9M reactions from patents (1976-2016). Task: Predict the reactants needed to synthesize the given product. (1) Given the product [CH3:1][C:2]1[N:6]=[C:5]([C:7]2[C:15]3[CH2:14][CH2:13][O:12][CH2:11][C:10]=3[S:9][C:8]=2[NH:16][C:17]([C:19]2[CH:24]3[CH2:28][CH2:29][CH:21]([CH2:22][CH2:23]3)[C:20]=2[C:25]([OH:27])=[O:26])=[O:18])[O:4][N:3]=1, predict the reactants needed to synthesize it. The reactants are: [CH3:1][C:2]1[N:6]=[C:5]([C:7]2[C:15]3[CH2:14][CH2:13][O:12][CH2:11][C:10]=3[S:9][C:8]=2[NH:16][C:17]([C:19]2[CH2:24][CH2:23][CH2:22][CH2:21][C:20]=2[C:25]([OH:27])=[O:26])=[O:18])[O:4][N:3]=1.[CH:28]12CCC(CC1)C1C(OC(=O)[C:29]2=1)=O. (2) Given the product [OH:3]/[N:2]=[C:12](/[C:7]1[CH:8]=[CH:9][C:10](=[O:11])[N:5]([CH3:4])[CH:6]=1)\[CH2:13][C@H:14]([C:22]1[CH:23]=[CH:24][C:25]([CH2:28][C:29]([OH:31])=[O:30])=[CH:26][CH:27]=1)[C:15]1[CH:20]=[CH:19][CH:18]=[CH:17][C:16]=1[CH3:21], predict the reactants needed to synthesize it. The reactants are: Cl.[NH2:2][OH:3].[CH3:4][N:5]1[C:10](=[O:11])[CH:9]=[CH:8][C:7]([C:12](=O)[CH2:13][C@H:14]([C:22]2[CH:27]=[CH:26][C:25]([CH2:28][C:29]([OH:31])=[O:30])=[CH:24][CH:23]=2)[C:15]2[CH:20]=[CH:19][CH:18]=[CH:17][C:16]=2[CH3:21])=[CH:6]1.C(=O)([O-])O.[Na+].